Dataset: M1 muscarinic receptor antagonist screen with 61,756 compounds. Task: Binary Classification. Given a drug SMILES string, predict its activity (active/inactive) in a high-throughput screening assay against a specified biological target. The molecule is O=C(Nc1nn(nn1)C)c1ccc(C(C)(C)C)cc1. The result is 0 (inactive).